Dataset: Catalyst prediction with 721,799 reactions and 888 catalyst types from USPTO. Task: Predict which catalyst facilitates the given reaction. Reactant: [H-].[Na+].[F:3][C:4]1[CH:13]=[CH:12][C:7]([C:8](=[NH:11])[NH:9][OH:10])=[CH:6][CH:5]=1.[OH:14][C:15]([C:22]1[CH:27]=[CH:26][N:25]=[CH:24][CH:23]=1)([CH3:21])[C:16](OCC)=O.CCOC(C)=O.CCCCCC. Product: [F:3][C:4]1[CH:13]=[CH:12][C:7]([C:8]2[N:11]=[C:16]([C:15]([C:22]3[CH:27]=[CH:26][N:25]=[CH:24][CH:23]=3)([OH:14])[CH3:21])[O:10][N:9]=2)=[CH:6][CH:5]=1. The catalyst class is: 1.